From a dataset of Reaction yield outcomes from USPTO patents with 853,638 reactions. Predict the reaction yield, written as a fraction of the theoretical maximum amount of product (1.0 means a 100% yield; for example, 0.34 means a 34% yield). (1) The reactants are [CH2:1]([C:3]1[CH:8]=[C:7]([F:9])[CH:6]=[CH:5][C:4]=1[OH:10])[CH3:2].C(N(CC)CC)C.Cl[C:19]([O:21][CH3:22])=[O:20]. The catalyst is CN(C1C=CN=CC=1)C.ClCCl. The product is [C:19](=[O:20])([O:21][CH3:22])[O:10][C:4]1[CH:5]=[CH:6][C:7]([F:9])=[CH:8][C:3]=1[CH2:1][CH3:2]. The yield is 0.850. (2) The reactants are [NH2:1][C:2]1[CH:6]=[C:5]([Cl:7])[S:4][C:3]=1[CH2:8][C:9]([O:11]CC)=O.C[Al](C)C. The catalyst is C1(C)C=CC=CC=1. The product is [Cl:7][C:5]1[S:4][C:3]2[CH2:8][C:9](=[O:11])[NH:1][C:2]=2[CH:6]=1. The yield is 0.750.